This data is from Catalyst prediction with 721,799 reactions and 888 catalyst types from USPTO. The task is: Predict which catalyst facilitates the given reaction. (1) Reactant: [CH3:1][O:2][C:3]1[CH:21]=[CH:20][C:6]([O:7][C:8]2[CH:13]=[CH:12][C:11]([C:14]3[O:15][CH:16]=[C:17]([OH:19])[N:18]=3)=[CH:10][CH:9]=2)=[CH:5][CH:4]=1.N1C(C)=CC=CC=1C.[S:30](O[S:30]([C:33]([F:36])([F:35])[F:34])(=[O:32])=[O:31])([C:33]([F:36])([F:35])[F:34])(=[O:32])=[O:31]. Product: [CH3:1][O:2][C:3]1[CH:21]=[CH:20][C:6]([O:7][C:8]2[CH:9]=[CH:10][C:11]([C:14]3[O:15][CH:16]=[C:17]([O:19][S:30]([C:33]([F:36])([F:35])[F:34])(=[O:32])=[O:31])[N:18]=3)=[CH:12][CH:13]=2)=[CH:5][CH:4]=1. The catalyst class is: 2. (2) Reactant: [CH3:1][C:2]12[CH2:18][CH2:17][CH:16]([O:19][C:20](=[O:60])[NH:21][CH2:22][CH2:23][CH2:24][CH2:25][CH2:26][C:27]([N:29]3[CH2:33][CH:32]([OH:34])[CH2:31][CH:30]3[CH:35]([C:54]3[CH:59]=[CH:58][CH:57]=[CH:56][CH:55]=3)[O:36][CH:37]([C:46]3[CH:51]=[CH:50][C:49]([O:52][CH3:53])=[CH:48][CH:47]=3)[C:38]3[CH:43]=[CH:42][C:41]([O:44][CH3:45])=[CH:40][CH:39]=3)=[O:28])[CH2:15][C:14]1=[CH:13][CH2:12][CH:11]1[CH:3]2[CH2:4][CH2:5][C:6]2([CH3:69])[CH:10]1[CH2:9][CH2:8][CH:7]2[CH2:61][CH2:62][CH2:63][CH2:64][CH2:65][CH2:66][CH2:67][CH3:68].P(OC[C@@H]1CC(O)CN1)(O[C@H]1CC[C@@]2(C)C(=CC[C@@H]3[C@@H]2CC[C@@]2(C)[C@H]3CC[C@@H]2[C@H](C)CCCC(C)C)C1)N.[C:108]1(=[O:114])[O:113][C:111](=[O:112])[CH2:110][CH2:109]1.C(N(CC)CC)C. Product: [CH3:53][O:52][C:49]1[CH:50]=[CH:51][C:46]([CH:37]([C:38]2[CH:43]=[CH:42][C:41]([O:44][CH3:45])=[CH:40][CH:39]=2)[O:36][CH:35]([C:54]2[CH:55]=[CH:56][CH:57]=[CH:58][CH:59]=2)[CH:30]2[N:29]([C:27](=[O:28])[CH2:26][CH2:25][CH2:24][CH2:23][CH2:22][NH:21][C:20]([O:19][CH:16]3[CH2:15][C:14]4[C:2]([CH3:1])([CH:3]5[CH:11]([CH2:12][CH:13]=4)[CH:10]4[C:6]([CH3:69])([CH:7]([CH2:61][CH2:62][CH2:63][CH2:64][CH2:65][CH2:66][CH2:67][CH3:68])[CH2:8][CH2:9]4)[CH2:5][CH2:4]5)[CH2:18][CH2:17]3)=[O:60])[CH2:33][CH:32]([O:34][C:108](=[O:114])[CH2:109][CH2:110][C:111]([OH:113])=[O:112])[CH2:31]2)=[CH:47][CH:48]=1. The catalyst class is: 166. (3) Reactant: [NH2:1][C:2]1[CH:11]=[C:10]2[C:5]([CH2:6][CH:7]([C:24]3[CH:29]=[CH:28][C:27]([C:30]#[N:31])=[CH:26][CH:25]=3)[N:8]([CH2:13][CH2:14][CH2:15][NH:16][C:17](=[O:23])[O:18][C:19]([CH3:22])([CH3:21])[CH3:20])[C:9]2=[O:12])=[CH:4][CH:3]=1.[C:32]([C:35]1[CH:40]=[CH:39][C:38]([N:41]=[C:42]=[O:43])=[CH:37][CH:36]=1)(=[O:34])[CH3:33].C(N(CC)CC)C. Product: [C:32]([C:35]1[CH:40]=[CH:39][C:38]([NH:41][C:42]([NH:1][C:2]2[CH:11]=[C:10]3[C:5]([CH2:6][CH:7]([C:24]4[CH:29]=[CH:28][C:27]([C:30]#[N:31])=[CH:26][CH:25]=4)[N:8]([CH2:13][CH2:14][CH2:15][NH:16][C:17](=[O:23])[O:18][C:19]([CH3:22])([CH3:21])[CH3:20])[C:9]3=[O:12])=[CH:4][CH:3]=2)=[O:43])=[CH:37][CH:36]=1)(=[O:34])[CH3:33]. The catalyst class is: 48. (4) Reactant: [Cl:1][C:2]1[CH:7]=[CH:6][C:5]([Cl:8])=[CH:4][C:3]=1[S:9](Cl)(=[O:11])=[O:10].[N:13]1C=CC=CC=1.N[C:20]1[CH:29]=[CH:28][C:23]2[N:24]=[C:25]([CH3:27])[O:26][C:22]=2[CH:21]=1.C([O-])(O)=O.[Na+]. Product: [Cl:1][C:2]1[C:7]([C:20]2[CH:29]=[CH:28][C:23]3[N:24]=[C:25]([CH3:27])[O:26][C:22]=3[CH:21]=2)=[CH:6][C:5]([Cl:8])=[CH:4][C:3]=1[S:9]([NH2:13])(=[O:11])=[O:10]. The catalyst class is: 4. (5) Reactant: [C:1]([C:5]1[CH:6]=[C:7]2[C:11](=[C:12]([C:19]3[CH:24]=[CH:23][CH:22]=[CH:21][CH:20]=3)[C:13]=1[O:14][CH2:15][CH:16]([CH3:18])[CH3:17])[CH2:10][C:9]([CH3:25])=[CH:8]2)([CH3:4])([CH3:3])[CH3:2].C1(C)C=CC=CC=1.[Li]CCCC.[Cl:38][Si:39](Cl)([CH3:41])[CH3:40]. Product: [C:1]([C:5]1[CH:6]=[C:7]2[C:11]([CH:10]=[C:9]([CH3:25])[CH:8]2[Si:39]([Cl:38])([CH3:41])[CH3:40])=[C:12]([C:19]2[CH:20]=[CH:21][CH:22]=[CH:23][CH:24]=2)[C:13]=1[O:14][CH2:15][CH:16]([CH3:18])[CH3:17])([CH3:2])([CH3:3])[CH3:4]. The catalyst class is: 1. (6) Reactant: P(Br)(Br)[Br:2].[Br:5][C:6]1[CH:15]=[CH:14][C:13]([Br:16])=[CH:12][C:7]=1[O:8][CH2:9][CH2:10]O.O. Product: [Br:5][C:6]1[CH:15]=[CH:14][C:13]([Br:16])=[CH:12][C:7]=1[O:8][CH2:9][CH2:10][Br:2]. The catalyst class is: 11. (7) Reactant: [NH2:1][C:2]1[C:3]([C:9]([NH:11][C:12]2[CH:13]=[N:14][CH:15]=[CH:16][C:17]=2[C@@H:18]2[CH2:23][C@H:22]([CH3:24])[C@@:21]([CH2:26][CH3:27])([OH:25])[C@H:20]([O:28][Si:29]([C:32]([CH3:35])([CH3:34])[CH3:33])([CH3:31])[CH3:30])[CH2:19]2)=[O:10])=[N:4][C:5](Br)=[CH:6][CH:7]=1.[CH3:36][C:37]1([CH3:53])[C:41]([CH3:43])([CH3:42])[O:40][B:39]([B:39]2[O:40][C:41]([CH3:43])([CH3:42])[C:37]([CH3:53])([CH3:36])[O:38]2)[O:38]1.C1(P(C2CCCCC2)C2CCCCC2)CCCCC1. Product: [NH2:1][C:2]1[C:3]([C:9]([NH:11][C:12]2[CH:13]=[N:14][CH:15]=[CH:16][C:17]=2[C@@H:18]2[CH2:23][C@H:22]([CH3:24])[C@@:21]([CH2:26][CH3:27])([OH:25])[C@H:20]([O:28][Si:29]([C:32]([CH3:35])([CH3:34])[CH3:33])([CH3:31])[CH3:30])[CH2:19]2)=[O:10])=[N:4][C:5]([B:39]2[O:40][C:41]([CH3:43])([CH3:42])[C:37]([CH3:53])([CH3:36])[O:38]2)=[CH:6][CH:7]=1. The catalyst class is: 102. (8) Reactant: S(=O)(=O)(O)O.[N+:6]([O-:9])(O)=[O:7].O.[NH:11]1[C:15](=[O:16])[CH2:14][CH:13]2[CH2:17][C:18]3[C:23]([CH:12]12)=[CH:22][CH:21]=[CH:20][CH:19]=3. Product: [N+:6]([C:21]1[CH:22]=[C:23]2[C:18]([CH2:17][CH:13]3[CH2:14][C:15](=[O:16])[NH:11][CH:12]32)=[CH:19][CH:20]=1)([O-:9])=[O:7]. The catalyst class is: 463. (9) Reactant: C(OC([N:8]1[CH2:13][CH2:12][CH:11]([O:14][C:15]2[CH:16]=[CH:17][C:18]3[O:23][CH2:22][C:21](=[O:24])[NH:20][C:19]=3[CH:25]=2)[CH2:10][CH2:9]1)=O)(C)(C)C.[Cl:26]CCl.Cl. Product: [ClH:26].[NH:8]1[CH2:9][CH2:10][CH:11]([O:14][C:15]2[CH:16]=[CH:17][C:18]3[O:23][CH2:22][C:21](=[O:24])[NH:20][C:19]=3[CH:25]=2)[CH2:12][CH2:13]1. The catalyst class is: 698.